This data is from Reaction yield outcomes from USPTO patents with 853,638 reactions. The task is: Predict the reaction yield, written as a fraction of the theoretical maximum amount of product (1.0 means a 100% yield; for example, 0.34 means a 34% yield). (1) The reactants are [C:1](=O)(OC)OC.[CH3:7][O:8][C:9]([C:11]1[C:19]2[C:14](=[CH:15][C:16]([Br:20])=[CH:17][CH:18]=2)[NH:13][CH:12]=1)=[O:10].C(=O)([O-])[O-].[K+].[K+]. The catalyst is CN(C=O)C. The product is [CH3:7][O:8][C:9]([C:11]1[C:19]2[C:14](=[CH:15][C:16]([Br:20])=[CH:17][CH:18]=2)[N:13]([CH3:1])[CH:12]=1)=[O:10]. The yield is 0.820. (2) The reactants are [Cl:1][C:2]1[N:7]=[C:6]([Cl:8])[CH:5]=[CH:4][N:3]=1.[C:9]([Li])([CH3:12])([CH3:11])[CH3:10].C(O)(=O)C.O.C(C1C(=O)C(Cl)=C(Cl)C(=O)C=1C#N)#N.[OH-].[Na+]. The catalyst is CCOCC.C1COCC1. The product is [C:9]([C:4]1[CH:5]=[C:6]([Cl:8])[N:7]=[C:2]([Cl:1])[N:3]=1)([CH3:12])([CH3:11])[CH3:10]. The yield is 0.630. (3) The reactants are [CH:1]([O:4][C:5]1[C:25]([O:26][CH3:27])=[CH:24][C:8]2[O:9][CH2:10][C:11]3[N:12]([C:13]([C:19]4[CH:23]=[CH:22][S:21][CH:20]=4)=[N:14][C:15]=3[C:16](O)=[O:17])[C:7]=2[CH:6]=1)([CH3:3])[CH3:2].Cl.[CH3:29][NH:30][C:31]([CH3:34])([CH3:33])[CH3:32].CN(C(ON1N=NC2C=CC=NC1=2)=[N+](C)C)C.F[P-](F)(F)(F)(F)F.CCN(C(C)C)C(C)C. The catalyst is CN(C=O)C.O. The product is [C:31]([N:30]([CH3:29])[C:16]([C:15]1[N:14]=[C:13]([C:19]2[CH:23]=[CH:22][S:21][CH:20]=2)[N:12]2[C:11]=1[CH2:10][O:9][C:8]1[CH:24]=[C:25]([O:26][CH3:27])[C:5]([O:4][CH:1]([CH3:2])[CH3:3])=[CH:6][C:7]2=1)=[O:17])([CH3:34])([CH3:33])[CH3:32]. The yield is 0.650. (4) The reactants are [NH2:1][C:2]1[C:13]([Br:14])=[CH:12][C:5]2[C:6]([C:9](O)=[O:10])=[CH:7][O:8][C:4]=2[CH:3]=1.C[CH2:16][N:17]=C=NCCCN(C)C.C1C=CC2N(O)N=NC=2C=1.CCN(CC)CC.CN.Cl. The catalyst is CN(C=O)C. The product is [NH2:1][C:2]1[C:13]([Br:14])=[CH:12][C:5]2[C:6]([C:9]([NH:17][CH3:16])=[O:10])=[CH:7][O:8][C:4]=2[CH:3]=1. The yield is 0.710. (5) The reactants are CC(C)([O-])C.[K+].[CH3:7][C:8]1[NH:12][C:11]([C:13]([O:15][CH2:16][CH3:17])=[O:14])=[C:10]([C:18]2[CH:23]=[CH:22][CH:21]=[CH:20][CH:19]=2)[C:9]=1[C:24]([O:26][CH2:27][CH3:28])=[O:25].[CH2:29]([O:31][CH2:32]Cl)[CH3:30]. The catalyst is CS(C)=O. The product is [CH2:29]([O:31][CH2:32][N:12]1[C:8]([CH3:7])=[C:9]([C:24]([O:26][CH2:27][CH3:28])=[O:25])[C:10]([C:18]2[CH:23]=[CH:22][CH:21]=[CH:20][CH:19]=2)=[C:11]1[C:13]([O:15][CH2:16][CH3:17])=[O:14])[CH3:30]. The yield is 0.560.